From a dataset of Full USPTO retrosynthesis dataset with 1.9M reactions from patents (1976-2016). Predict the reactants needed to synthesize the given product. (1) Given the product [CH3:36][O:37][C:38]([C:39]1[CH2:40][O:9][C:10]2[CH:11]=[N:12][C:13]3[C:18]([C:19]=2[CH:20]=1)=[N:17][C:16]([O:22][CH3:23])=[CH:15][CH:14]=3)=[O:41], predict the reactants needed to synthesize it. The reactants are: N12CCN(CC1)CC2.[OH:9][C:10]1[CH:11]=[N:12][C:13]2[C:18]([C:19]=1[CH:20]=O)=[N:17][C:16]([O:22][CH3:23])=[CH:15][CH:14]=2.C(N(CC)CC)C.CS(Cl)(=O)=O.[CH3:36][O:37][C:38](=[O:41])[CH:39]=[CH2:40]. (2) Given the product [Br:13][C:14]1[CH:15]=[C:16]([CH:20]=[CH:21][C:22](=[O:23])[C:3]([F:6])([F:5])[C:2]([F:8])([F:7])[F:1])[CH:17]=[CH:18][CH:19]=1, predict the reactants needed to synthesize it. The reactants are: [F:1][C:2]([F:8])([F:7])[C:3]([F:6])([F:5])I.C[Li].[Br-].[Li+].[Br:13][C:14]1[CH:15]=[C:16]([CH:20]=[CH:21][C:22](N(OC)C)=[O:23])[CH:17]=[CH:18][CH:19]=1. (3) Given the product [Cl:17][C:18]1[CH:37]=[CH:36][C:35]([O:38][CH2:39][CH3:3])=[CH:34][C:19]=1[NH:20][C:21]1[C:30]2[C:25](=[CH:26][CH:27]=[CH:28][C:29]=2[O:31][CH2:41][CH2:42][CH2:43][N:44]2[CH2:49][CH2:48][O:47][CH2:46][CH2:45]2)[N:24]=[CH:23][N:22]=1, predict the reactants needed to synthesize it. The reactants are: N(C(OC(C)(C)C)=O)=N[C:3](OC(C)(C)C)=O.[Cl:17][C:18]1[CH:37]=[CH:36][C:35]([O:38][CH3:39])=[CH:34][C:19]=1[NH:20][C:21]1[C:30]2[C:25](=[CH:26][C:27](OC)=[CH:28][C:29]=2[OH:31])[N:24]=[CH:23][N:22]=1.O[CH2:41][CH2:42][CH2:43][N:44]1[CH2:49][CH2:48][O:47][CH2:46][CH2:45]1.C1(P(C2C=CC=CC=2)C2C=CC=CC=2)C=CC=CC=1. (4) Given the product [CH3:1][O:2][C:3](=[O:16])[C:4]1[CH:9]=[C:8]([N:40]2[CH2:41][CH2:42][CH2:43][CH2:44][S:39]2(=[O:46])=[O:45])[N:7]=[C:6]([NH:11][CH:12]([CH2:14][CH3:15])[CH3:13])[CH:5]=1, predict the reactants needed to synthesize it. The reactants are: [CH3:1][O:2][C:3](=[O:16])[C:4]1[CH:9]=[C:8](Cl)[N:7]=[C:6]([NH:11][CH:12]([CH2:14][CH3:15])[CH3:13])[CH:5]=1.C(P(C(C)(C)C)C1C=CC=CC=1C1C=CC=CC=1)(C)(C)C.[Na].[S:39]1(=[O:46])(=[O:45])[CH2:44][CH2:43][CH2:42][CH2:41][NH:40]1. (5) Given the product [C:28]([O:27][C:25]([N:22]1[CH2:23][CH2:24][CH:19]([C@@H:12]2[N:11]([C:9]([O:8][CH2:1][C:2]3[CH:7]=[CH:6][CH:5]=[CH:4][CH:3]=3)=[O:10])[CH:15]([C:16](=[O:18])[NH:65][C:66]3[S:67][CH:68]=[C:69]([C:71]4[CH:72]=[CH:73][C:74]([C:75](=[O:76])[NH:77][CH:78]5[CH2:80][CH2:79]5)=[CH:81][CH:82]=4)[N:70]=3)[CH2:14][S:13]2)[CH2:20][CH2:21]1)=[O:26])([CH3:31])([CH3:30])[CH3:29], predict the reactants needed to synthesize it. The reactants are: [CH2:1]([O:8][C:9]([N:11]1[CH:15]([C:16]([OH:18])=O)[CH2:14][S:13][C@@H:12]1[CH:19]1[CH2:24][CH2:23][N:22]([C:25]([O:27][C:28]([CH3:31])([CH3:30])[CH3:29])=[O:26])[CH2:21][CH2:20]1)=[O:10])[C:2]1[CH:7]=[CH:6][CH:5]=[CH:4][CH:3]=1.CCN(C(C)C)C(C)C.CN(C(ON1N=NC2C=CC=NC1=2)=[N+](C)C)C.F[P-](F)(F)(F)(F)F.[NH2:65][C:66]1[S:67][CH:68]=[C:69]([C:71]2[CH:82]=[CH:81][C:74]([C:75]([NH:77][CH:78]3[CH2:80][CH2:79]3)=[O:76])=[CH:73][CH:72]=2)[N:70]=1. (6) Given the product [F:1][C:2]1[CH:7]=[CH:6][N:5]([CH2:10][CH:11]2[CH2:16][CH2:15][N:14]([C:17]([O:19][C:20]([CH3:21])([CH3:23])[CH3:22])=[O:18])[CH2:13][CH2:12]2)[C:4](=[O:8])[CH:3]=1, predict the reactants needed to synthesize it. The reactants are: [F:1][C:2]1[CH:7]=[CH:6][NH:5][C:4](=[O:8])[CH:3]=1.Br[CH2:10][CH:11]1[CH2:16][CH2:15][N:14]([C:17]([O:19][C:20]([CH3:23])([CH3:22])[CH3:21])=[O:18])[CH2:13][CH2:12]1.C(=O)([O-])[O-].[K+].[K+]. (7) Given the product [CH3:32][C:31]([OH:33])([CH3:34])[CH2:30][NH:29][C:2]1[CH:3]=[CH:4][CH:5]=[C:6]([C:8]2[C:16]3[C:11](=[CH:12][N:13]=[C:14]([C:17]4[CH:18]=[N:19][N:20]([CH3:22])[CH:21]=4)[CH:15]=3)[NH:10][N:9]=2)[N:7]=1, predict the reactants needed to synthesize it. The reactants are: F[C:2]1[N:7]=[C:6]([C:8]2[C:16]3[C:11](=[CH:12][N:13]=[C:14]([C:17]4[CH:18]=[N:19][N:20]([CH3:22])[CH:21]=4)[CH:15]=3)[N:10](C3CCCCO3)[N:9]=2)[CH:5]=[CH:4][CH:3]=1.[NH2:29][CH2:30][C:31]([CH3:34])([OH:33])[CH3:32]. (8) Given the product [F:26][C:24]([F:25])([F:27])[C:21]1[O:20][C:19]([CH2:18][N:11]2[C:12]3[C:17](=[CH:16][CH:15]=[CH:14][CH:13]=3)[C:9]3([C:7]4[NH:8][C:3](=[O:2])[CH:4]=[CH:5][C:6]=4[O:30][CH2:29]3)[C:10]2=[O:28])=[CH:23][CH:22]=1, predict the reactants needed to synthesize it. The reactants are: C[O:2][C:3]1[N:8]=[C:7]2[C:9]3([CH2:29][O:30][C:6]2=[CH:5][CH:4]=1)[C:17]1[C:12](=[CH:13][CH:14]=[CH:15][CH:16]=1)[N:11]([CH2:18][C:19]1[O:20][C:21]([C:24]([F:27])([F:26])[F:25])=[CH:22][CH:23]=1)[C:10]3=[O:28].Cl[Si](C)(C)C.[I-].[Na+].